This data is from CYP3A4 inhibition data for predicting drug metabolism from PubChem BioAssay. The task is: Regression/Classification. Given a drug SMILES string, predict its absorption, distribution, metabolism, or excretion properties. Task type varies by dataset: regression for continuous measurements (e.g., permeability, clearance, half-life) or binary classification for categorical outcomes (e.g., BBB penetration, CYP inhibition). Dataset: cyp3a4_veith. (1) The drug is COc1ccccc1CNc1ncnc2ccc(-c3c(C)noc3C)cc12. The result is 1 (inhibitor). (2) The molecule is Cc1ccc2oc(-c3ccc(C)c(NC(=O)Cc4cccs4)c3)nc2c1. The result is 0 (non-inhibitor). (3) The drug is C=N[C@H](C(=O)N[C@@H]1C(=O)N2[C@@H](C(=O)[O-])C(C)(C)S[C@H]12)c1ccccc1.[Na+]. The result is 0 (non-inhibitor). (4) The compound is CCN(CC)N=Nc1[nH]nc2nc(C)cc(C)c12. The result is 0 (non-inhibitor).